This data is from HIV replication inhibition screening data with 41,000+ compounds from the AIDS Antiviral Screen. The task is: Binary Classification. Given a drug SMILES string, predict its activity (active/inactive) in a high-throughput screening assay against a specified biological target. (1) The molecule is O=C1NCc2ccccc2S(=O)(=O)n2cccc21. The result is 0 (inactive). (2) The drug is COc1ccc(Oc2ccccc2N)cc1.Cl. The result is 0 (inactive). (3) The compound is CC1=NN(C(=O)CC(=O)Nc2ccc(Cl)cc2)C(=O)C1N=Nc1ccc(C(=O)O)cc1. The result is 0 (inactive). (4) The compound is CC1(C)C=Cc2c(ccc3c(=O)c(-c4ccccc4)coc23)O1. The result is 0 (inactive).